Dataset: Peptide-MHC class I binding affinity with 185,985 pairs from IEDB/IMGT. Task: Regression. Given a peptide amino acid sequence and an MHC pseudo amino acid sequence, predict their binding affinity value. This is MHC class I binding data. (1) The peptide sequence is NLTDTNFKK. The MHC is HLA-A31:01 with pseudo-sequence HLA-A31:01. The binding affinity (normalized) is 0.158. (2) The peptide sequence is DTRGIFSAY. The MHC is HLA-A02:11 with pseudo-sequence HLA-A02:11. The binding affinity (normalized) is 0.0847. (3) The peptide sequence is GMEAQFLYL. The MHC is HLA-A02:06 with pseudo-sequence HLA-A02:06. The binding affinity (normalized) is 0.381. (4) The peptide sequence is SWPKFAVPNL. The MHC is HLA-A23:01 with pseudo-sequence HLA-A23:01. The binding affinity (normalized) is 1.00. (5) The peptide sequence is AYIDNYNKV. The MHC is Mamu-A2201 with pseudo-sequence Mamu-A2201. The binding affinity (normalized) is 0.